This data is from Reaction yield outcomes from USPTO patents with 853,638 reactions. The task is: Predict the reaction yield, written as a fraction of the theoretical maximum amount of product (1.0 means a 100% yield; for example, 0.34 means a 34% yield). (1) The reactants are [CH2:1]([O:8][C:9]([N:11]1[C:15](=[O:16])[CH2:14][CH2:13][C@H:12]1[C:17]([OH:19])=[O:18])=[O:10])[C:2]1[CH:7]=[CH:6][CH:5]=[CH:4][CH:3]=1.S(=O)(=O)(O)O.[CH2:25]=[C:26]([CH3:28])[CH3:27].C(=O)([O-])[O-].[Na+].[Na+]. The catalyst is ClCCl. The product is [O:16]=[C:15]1[N:11]([C:9]([O:8][CH2:1][C:2]2[CH:3]=[CH:4][CH:5]=[CH:6][CH:7]=2)=[O:10])[C@H:12]([C:17]([O:19][C:26]([CH3:28])([CH3:27])[CH3:25])=[O:18])[CH2:13][CH2:14]1. The yield is 0.670. (2) The reactants are [CH2:1]([O:5][C:6]1[CH:10]=[C:9]([C:11](N(OC)C)=[O:12])[N:8]([CH2:17][C:18]2[CH:23]=[CH:22][C:21]([C:24]([F:27])([F:26])[F:25])=[CH:20][CH:19]=2)[N:7]=1)[CH2:2][CH2:3][CH3:4].[H-].C([Al+]CC(C)C)C(C)C.CO.[C@H](O)(C([O-])=O)[C@@H](O)C([O-])=O.[Na+].[K+]. The catalyst is O1CCCC1.C1(C)C=CC=CC=1. The product is [CH2:1]([O:5][C:6]1[CH:10]=[C:9]([CH:11]=[O:12])[N:8]([CH2:17][C:18]2[CH:19]=[CH:20][C:21]([C:24]([F:26])([F:27])[F:25])=[CH:22][CH:23]=2)[N:7]=1)[CH2:2][CH2:3][CH3:4]. The yield is 0.910. (3) The reactants are [Cl-].[C:2]([NH:5][C:6]1[S:7][CH:8]=[C:9]([CH2:11][P+](C2C=CC=CC=2)(C2C=CC=CC=2)C2C=CC=CC=2)[N:10]=1)(=[O:4])[CH3:3].[O:31]1[CH2:35][CH2:34][O:33][CH:32]1[C:36]1[S:40][C:39]([CH:41]=O)=[CH:38][C:37]=1[CH3:43]. No catalyst specified. The product is [O:31]1[CH2:35][CH2:34][O:33][CH:32]1[C:36]1[S:40][C:39]([CH:41]=[CH:11][C:9]2[N:10]=[C:6]([NH:5][C:2](=[O:4])[CH3:3])[S:7][CH:8]=2)=[CH:38][C:37]=1[CH3:43]. The yield is 0.747. (4) The reactants are [CH3:1][NH:2][CH2:3][C:4]1[O:5][C:6]2[CH:13]=[CH:12][CH:11]=[CH:10][C:7]=2[C:8]=1[CH3:9].[O:14]=[C:15]1[CH2:20][O:19][C:18]2[CH:21]=[C:22]([CH:25]=[CH:26][C:27](O)=[O:28])[CH:23]=[N:24][C:17]=2[NH:16]1.ON1C2C=CC=CC=2N=N1.C(N(C(C)C)CC)(C)C.CN(C)CCCN=C=NCC. The catalyst is CN(C=O)C.O. The product is [CH3:1][N:2]([CH2:3][C:4]1[O:5][C:6]2[CH:13]=[CH:12][CH:11]=[CH:10][C:7]=2[C:8]=1[CH3:9])[C:27](=[O:28])/[CH:26]=[CH:25]/[C:22]1[CH:23]=[N:24][C:17]2[NH:16][C:15](=[O:14])[CH2:20][O:19][C:18]=2[CH:21]=1. The yield is 0.500.